From a dataset of Forward reaction prediction with 1.9M reactions from USPTO patents (1976-2016). Predict the product of the given reaction. (1) Given the reactants C(O[C:4]([C:6]1[CH:11]=[CH:10][C:9]([CH2:12][NH:13][C:14]([C:16]2[C:17]3[CH:18]=[N:19][N:20]([C:25]4[CH:30]=[CH:29][C:28]([F:31])=[CH:27][CH:26]=4)[C:21]=3[CH:22]=[CH:23][CH:24]=2)=[O:15])=[CH:8][N:7]=1)=[O:5])C.[NH3:32].CO, predict the reaction product. The product is: [C:4]([C:6]1[N:7]=[CH:8][C:9]([CH2:12][NH:13][C:14]([C:16]2[C:17]3[CH:18]=[N:19][N:20]([C:25]4[CH:30]=[CH:29][C:28]([F:31])=[CH:27][CH:26]=4)[C:21]=3[CH:22]=[CH:23][CH:24]=2)=[O:15])=[CH:10][CH:11]=1)(=[O:5])[NH2:32]. (2) Given the reactants C([O:3][C:4](=[O:34])[CH2:5][C:6]1[C:14]2[C:9](=[CH:10][CH:11]=[C:12]([F:15])[CH:13]=2)[N:8]([CH2:16][C:17]2[CH:22]=[CH:21][CH:20]=[CH:19][C:18]=2[S:23]([C:26]2[CH:31]=[CH:30][C:29]([F:32])=[CH:28][CH:27]=2)(=[O:25])=[O:24])[C:7]=1[CH3:33])C.[OH-].[Li+].Cl, predict the reaction product. The product is: [F:15][C:12]1[CH:13]=[C:14]2[C:9](=[CH:10][CH:11]=1)[N:8]([CH2:16][C:17]1[CH:22]=[CH:21][CH:20]=[CH:19][C:18]=1[S:23]([C:26]1[CH:31]=[CH:30][C:29]([F:32])=[CH:28][CH:27]=1)(=[O:24])=[O:25])[C:7]([CH3:33])=[C:6]2[CH2:5][C:4]([OH:34])=[O:3]. (3) The product is: [CH3:1][O:2][C:3](=[O:24])[CH2:4][CH2:5][N:6]([C:13](=[O:23])[C:14]1[CH:19]=[CH:18][C:17]([NH:20][CH3:21])=[C:16]([NH:22][C:35](=[O:36])[CH2:34][NH:33][C:30]2[CH:31]=[CH:32][C:27]([C:25]#[N:26])=[CH:28][CH:29]=2)[CH:15]=1)[C:7]1[CH:8]=[CH:9][CH:10]=[CH:11][CH:12]=1. Given the reactants [CH3:1][O:2][C:3](=[O:24])[CH2:4][CH2:5][N:6]([C:13](=[O:23])[C:14]1[CH:19]=[CH:18][C:17]([NH:20][CH3:21])=[C:16]([NH2:22])[CH:15]=1)[C:7]1[CH:12]=[CH:11][CH:10]=[CH:9][CH:8]=1.[C:25]([C:27]1[CH:32]=[CH:31][C:30]([NH:33][CH2:34][C:35](O)=[O:36])=[CH:29][CH:28]=1)#[N:26].C1N=CN(C(N2C=NC=C2)=O)C=1, predict the reaction product. (4) Given the reactants Br[C:2]1[CH:3]=[N:4][C:5]2[N:6]([CH:8]=[C:9]([CH2:11][O:12][C:13]3[CH:18]=[CH:17][N:16]=[C:15]([F:19])[CH:14]=3)[N:10]=2)[CH:7]=1.[F:20][C:21]1[CH:26]=[CH:25][C:24](B(O)O)=[C:23]([C:30]([F:33])([F:32])[F:31])[CH:22]=1, predict the reaction product. The product is: [F:19][C:15]1[CH:14]=[C:13]([O:12][CH2:11][C:9]2[N:10]=[C:5]3[N:4]=[CH:3][C:2]([C:24]4[CH:25]=[CH:26][C:21]([F:20])=[CH:22][C:23]=4[C:30]([F:31])([F:33])[F:32])=[CH:7][N:6]3[CH:8]=2)[CH:18]=[CH:17][N:16]=1.